From a dataset of TCR-epitope binding with 47,182 pairs between 192 epitopes and 23,139 TCRs. Binary Classification. Given a T-cell receptor sequence (or CDR3 region) and an epitope sequence, predict whether binding occurs between them. (1) The epitope is IPSINVHHY. The TCR CDR3 sequence is CASSASDSPNEKLFF. Result: 1 (the TCR binds to the epitope). (2) The epitope is VLQAVGACV. The TCR CDR3 sequence is CASSPWTGEGEKLFF. Result: 0 (the TCR does not bind to the epitope). (3) The epitope is LLWNGPMAV. The TCR CDR3 sequence is CASSQGVNQPQHF. Result: 1 (the TCR binds to the epitope). (4) The epitope is KLWAQCVQL. The TCR CDR3 sequence is CSVGVNTEAFF. Result: 1 (the TCR binds to the epitope). (5) The epitope is KLVALGINAV. The TCR CDR3 sequence is CTSSEDKGGGDTQYF. Result: 0 (the TCR does not bind to the epitope). (6) The TCR CDR3 sequence is CATAAGTGGNEQYF. The epitope is DPFRLLQNSQVFS. Result: 1 (the TCR binds to the epitope). (7) The epitope is EIYKRWII. The TCR CDR3 sequence is CASSSGTGVPYTF. Result: 1 (the TCR binds to the epitope). (8) The epitope is MPASWVMRI. The TCR CDR3 sequence is CASSQAGVAVGSSYNEQFF. Result: 1 (the TCR binds to the epitope).